This data is from Catalyst prediction with 721,799 reactions and 888 catalyst types from USPTO. The task is: Predict which catalyst facilitates the given reaction. (1) Reactant: [OH:1][CH:2]([C:25]1[C:34]2[C:29](=[CH:30][CH:31]=[C:32]([O:35][CH3:36])[CH:33]=2)[N:28]=[CH:27][CH:26]=1)[CH2:3][CH2:4][C@@H:5]1[CH2:10][CH2:9][N:8]([CH:11]2[CH2:14][N:13]([C:15]3[CH:20]=[CH:19][CH:18]=[CH:17][N:16]=3)[CH2:12]2)[CH2:7][C@@H:6]1[C:21]([O:23]C)=[O:22].[Li+].[OH-].C1COCC1.Cl. Product: [OH:1][CH:2]([C:25]1[C:34]2[C:29](=[CH:30][CH:31]=[C:32]([O:35][CH3:36])[CH:33]=2)[N:28]=[CH:27][CH:26]=1)[CH2:3][CH2:4][C@@H:5]1[CH2:10][CH2:9][N:8]([CH:11]2[CH2:12][N:13]([C:15]3[CH:20]=[CH:19][CH:18]=[CH:17][N:16]=3)[CH2:14]2)[CH2:7][C@@H:6]1[C:21]([OH:23])=[O:22]. The catalyst class is: 24. (2) Reactant: [S:1]1[CH:5]=[CH:4][CH:3]=[C:2]1[C:6]1[CH:10]=[C:9]([CH2:11][CH2:12][CH:13]=O)[O:8][N:7]=1.[C:15]1([CH:21]([C:28]2[CH:33]=[CH:32][CH:31]=[CH:30][CH:29]=2)[N:22]2[CH2:27][CH2:26][NH:25][CH2:24][CH2:23]2)[CH:20]=[CH:19][CH:18]=[CH:17][CH:16]=1.[BH-](OC(C)=O)(OC(C)=O)OC(C)=O.[Na+]. Product: [C:28]1([CH:21]([C:15]2[CH:20]=[CH:19][CH:18]=[CH:17][CH:16]=2)[N:22]2[CH2:23][CH2:24][N:25]([CH2:13][CH2:12][CH2:11][C:9]3[O:8][N:7]=[C:6]([C:2]4[S:1][CH:5]=[CH:4][CH:3]=4)[CH:10]=3)[CH2:26][CH2:27]2)[CH:29]=[CH:30][CH:31]=[CH:32][CH:33]=1. The catalyst class is: 2. (3) Reactant: [C:1]([C:4]12[CH2:11][CH2:10][C:7]([NH:12][CH2:13][C:14]([N:16]3[CH2:20][C@@H:19]([F:21])[CH2:18][C@H:17]3[C:22]#[N:23])=[O:15])([CH2:8][CH2:9]1)[CH2:6][CH2:5]2)(O)=[O:2].ON1C2C=CC=CC=2N=N1.Cl.CN(C)CCCN=C=NCC.[F:46][C:47]1[CH:53]=[CH:52][C:50]([NH2:51])=[CH:49][CH:48]=1. Product: [F:21][C@@H:19]1[CH2:20][N:16]([C:14](=[O:15])[CH2:13][NH:12][C:7]23[CH2:6][CH2:5][C:4]([C:1]([NH:51][C:50]4[CH:52]=[CH:53][C:47]([F:46])=[CH:48][CH:49]=4)=[O:2])([CH2:9][CH2:8]2)[CH2:11][CH2:10]3)[C@H:17]([C:22]#[N:23])[CH2:18]1. The catalyst class is: 9. (4) Reactant: C(O[C:6]([N:8]([CH2:10][C:11]1[CH:12]=[C:13]([C:17]2[CH:22]=[CH:21][CH:20]=[C:19]([CH2:23][O:24][C:25]3[CH:30]=[CH:29][CH:28]=[CH:27][C:26]=3[CH2:31][C:32]([O:34][CH3:35])=[O:33])[CH:18]=2)[CH:14]=[CH:15][CH:16]=1)C)=O)(C)(C)C.[ClH:36]. Product: [CH3:6][NH:8][CH2:10][C:11]1[CH:12]=[C:13]([C:17]2[CH:22]=[CH:21][CH:20]=[C:19]([CH2:23][O:24][C:25]3[CH:30]=[CH:29][CH:28]=[CH:27][C:26]=3[CH2:31][C:32]([O:34][CH3:35])=[O:33])[CH:18]=2)[CH:14]=[CH:15][CH:16]=1.[ClH:36]. The catalyst class is: 12. (5) Reactant: S(Cl)(Cl)=O.C(O)(=O)CCCCCCCCCCC.C(Cl)(=O)CCCCCCCCCCC.[C:33]([N:46]=[C:47]=[S:48])(=[O:45])[CH2:34][CH2:35][CH2:36][CH2:37][CH2:38][CH2:39][CH2:40][CH2:41][CH2:42][CH2:43][CH3:44].[CH3:49][O:50][C:51]1[CH:52]=[C:53]2[C:58](=[CH:59][C:60]=1[O:61][CH3:62])[N:57]=[CH:56][CH:55]=[C:54]2[O:63][C:64]1[CH:70]=[CH:69][C:67]([NH2:68])=[CH:66][CH:65]=1. Product: [CH3:49][O:50][C:51]1[CH:52]=[C:53]2[C:58](=[CH:59][C:60]=1[O:61][CH3:62])[N:57]=[CH:56][CH:55]=[C:54]2[O:63][C:64]1[CH:65]=[CH:66][C:67]([NH:68][C:47]([NH:46][C:33](=[O:45])[CH2:34][CH2:35][CH2:36][CH2:37][CH2:38][CH2:39][CH2:40][CH2:41][CH2:42][CH2:43][CH3:44])=[S:48])=[CH:69][CH:70]=1. The catalyst class is: 548. (6) Reactant: [CH2:1]([O:3][CH2:4][CH2:5][N:6]1[C:15]2[C:10](=[CH:11][CH:12]=[CH:13][CH:14]=2)[C:9](O)=[C:8]([C:17]#[N:18])[C:7]1=[O:19])[CH3:2].O=P(Cl)(Cl)[Cl:22]. Product: [Cl:22][C:9]1[C:10]2[C:15](=[CH:14][CH:13]=[CH:12][CH:11]=2)[N:6]([CH2:5][CH2:4][O:3][CH2:1][CH3:2])[C:7](=[O:19])[C:8]=1[C:17]#[N:18]. The catalyst class is: 6. (7) Reactant: [OH:1][C:2]1[CH:7]=[CH:6][C:5]([N:8]2[C:13](=[O:14])[C:12]([CH2:15][C:16]3[CH:21]=[CH:20][C:19]([C:22]4[C:23]([C:28]#[N:29])=[CH:24][CH:25]=[CH:26][CH:27]=4)=[CH:18][CH:17]=3)=[C:11]([CH2:30][CH2:31][CH3:32])[N:10]=[C:9]2[CH3:33])=[CH:4][CH:3]=1.[O:34]1[CH2:39][CH2:38][CH:37](O)[CH2:36][CH2:35]1.C1(P(C2C=CC=CC=2)C2C=CC=CC=2)C=CC=CC=1.[N:61]([C:62]([O:64]C(C)C)=[O:63])=[N:61][C:62]([O:64]C(C)C)=[O:63]. The catalyst class is: 253. Product: [CH3:33][C:9]1[N:8]([C:5]2[CH:4]=[CH:3][C:2]([O:1][CH:37]3[CH2:38][CH2:39][O:34][CH2:35][CH2:36]3)=[CH:7][CH:6]=2)[C:13](=[O:14])[C:12]([CH2:15][C:16]2[CH:21]=[CH:20][C:19]([C:22]3[CH:27]=[CH:26][CH:25]=[CH:24][C:23]=3[C:28]3[NH:61][C:62](=[O:63])[O:64][N:29]=3)=[CH:18][CH:17]=2)=[C:11]([CH2:30][CH2:31][CH3:32])[N:10]=1. (8) Reactant: [CH:1]1([CH2:4][O:5][C:6](=[O:25])[CH:7]([C:12]2[CH:17]=[C:16]([O:18][CH2:19][CH:20]3[CH2:22][CH2:21]3)[C:15](I)=[C:14]([Cl:24])[CH:13]=2)[CH2:8][CH:9]([CH3:11])[CH3:10])[CH2:3][CH2:2]1.CC1(C)C(C)(C)OB([C:34]2[CH:35]=[CH:36][C:37]3[C:38]([CH:42]=2)=[N:39][O:40][N:41]=3)O1.[F-].[Cs+].O.CCOC(C)=O. Product: [CH:1]1([CH2:4][O:5][C:6](=[O:25])[CH:7]([C:12]2[CH:17]=[C:16]([O:18][CH2:19][CH:20]3[CH2:22][CH2:21]3)[C:15]([C:34]3[CH:35]=[CH:36][C:37]4[C:38]([CH:42]=3)=[N:39][O:40][N:41]=4)=[C:14]([Cl:24])[CH:13]=2)[CH2:8][CH:9]([CH3:11])[CH3:10])[CH2:3][CH2:2]1. The catalyst class is: 438. (9) Reactant: C[O:2][C:3]1[CH:4]=[C:5]([C:9]2[NH:10][C:11](=[O:18])[C:12]3[S:17][CH:16]=[CH:15][C:13]=3[N:14]=2)[CH:6]=[CH:7][CH:8]=1.Br. Product: [OH:2][C:3]1[CH:4]=[C:5]([C:9]2[NH:10][C:11](=[O:18])[C:12]3[S:17][CH:16]=[CH:15][C:13]=3[N:14]=2)[CH:6]=[CH:7][CH:8]=1. The catalyst class is: 86.